Predict the reactants needed to synthesize the given product. From a dataset of Full USPTO retrosynthesis dataset with 1.9M reactions from patents (1976-2016). (1) Given the product [Br:2][C:3]1[CH:8]=[CH:7][C:6]([Si:11]([Cl:13])([Cl:12])[Cl:10])=[CH:5][CH:4]=1, predict the reactants needed to synthesize it. The reactants are: [Mg].[Br:2][C:3]1[CH:8]=[CH:7][C:6](Br)=[CH:5][CH:4]=1.[Cl:10][Si:11](Cl)([Cl:13])[Cl:12]. (2) The reactants are: COC1C=C(OC)C=CC=1C[N:6]1[CH2:10][CH2:9][N:8]([CH2:11][C:12]2([CH3:23])[O:16][C:15]3=[N:17][C:18]([N+:20]([O-:22])=[O:21])=[CH:19][N:14]3[CH2:13]2)[C:7]1=[O:24].FC(F)(F)C(O)=O.C(=O)([O-])O.[Na+]. Given the product [CH3:23][C:12]1([CH2:11][N:8]2[CH2:9][CH2:10][NH:6][C:7]2=[O:24])[O:16][C:15]2=[N:17][C:18]([N+:20]([O-:22])=[O:21])=[CH:19][N:14]2[CH2:13]1, predict the reactants needed to synthesize it. (3) The reactants are: [CH3:1][C:2]1[CH:14]=[C:13]([N+]([O-])=O)[C:12](/[CH:18]=[CH:19]/[N:20]2CCCC2)=[CH:11][C:3]=1[O:4][C:5]1[CH:6]=[N:7][CH:8]=[N:9][CH:10]=1. Given the product [CH3:1][C:2]1[CH:14]=[C:13]2[C:12]([CH:18]=[CH:19][NH:20]2)=[CH:11][C:3]=1[O:4][C:5]1[CH:10]=[N:9][CH:8]=[N:7][CH:6]=1, predict the reactants needed to synthesize it. (4) Given the product [OH:12][C:2]1[CH:1]=[C:10]2[C:5](=[CH:4][CH:3]=1)[CH:6]=[C:7]([O:11][C:14]1[CH:21]=[CH:20][C:17]([C:18]#[N:19])=[CH:16][CH:15]=1)[CH:8]=[CH:9]2, predict the reactants needed to synthesize it. The reactants are: [CH:1]1[C:10]2[C:5](=[CH:6][C:7]([OH:11])=[CH:8][CH:9]=2)[CH:4]=[CH:3][C:2]=1[OH:12].F[C:14]1[CH:21]=[CH:20][C:17]([C:18]#[N:19])=[CH:16][CH:15]=1.C([O-])([O-])=O.[K+].[K+]. (5) Given the product [CH3:3][CH:2]([N:4]1[C:8]([C:9]2[N:10]=[C:11]3[N:21]([CH:22]=2)[CH2:20][CH2:19][O:18][C:17]2[C:12]3=[CH:13][C:14]([CH:23]([OH:25])[CH3:24])=[CH:15][CH:16]=2)=[N:7][CH:6]=[N:5]1)[CH3:1], predict the reactants needed to synthesize it. The reactants are: [CH3:1][CH:2]([N:4]1[C:8]([C:9]2[N:10]=[C:11]3[N:21]([CH:22]=2)[CH2:20][CH2:19][O:18][C:17]2[C:12]3=[CH:13][C:14]([C:23](=[O:25])[CH3:24])=[CH:15][CH:16]=2)=[N:7][CH:6]=[N:5]1)[CH3:3].[H-].[H-].[H-].[H-].[Li+].[Al+3]. (6) The reactants are: Br[C:2]1[CH:7]=[CH:6][C:5]([C:8]2[O:9][C:10]([CH3:13])=[N:11][N:12]=2)=[CH:4][CH:3]=1.C1(P(C2CCCCC2)C2C=CC=CC=2C2C=CC=CC=2N(C)C)CCCCC1.P([O-])([O-])([O-])=O.[K+].[K+].[K+].[CH3:50][CH:51]([N:53]1[CH2:58][CH2:57][N:56]([C:59]([C@H:61]2[CH2:65][CH2:64][NH:63][CH2:62]2)=[O:60])[CH2:55][CH2:54]1)[CH3:52]. Given the product [CH3:52][CH:51]([N:53]1[CH2:58][CH2:57][N:56]([C:59]([C@H:61]2[CH2:65][CH2:64][N:63]([C:2]3[CH:7]=[CH:6][C:5]([C:8]4[O:9][C:10]([CH3:13])=[N:11][N:12]=4)=[CH:4][CH:3]=3)[CH2:62]2)=[O:60])[CH2:55][CH2:54]1)[CH3:50], predict the reactants needed to synthesize it.